Dataset: Catalyst prediction with 721,799 reactions and 888 catalyst types from USPTO. Task: Predict which catalyst facilitates the given reaction. (1) Reactant: CS(O[CH2:6][C@@H:7]([NH:12][C:13]([O:15][C:16]([CH3:19])([CH3:18])[CH3:17])=[O:14])[CH2:8][CH2:9][S:10][CH3:11])(=O)=O.[S:20]([O-:23])([O-:22])=[O:21].[Na+:24].[Na+]. Product: [C:16]([O:15][C:13]([NH:12][C@@H:7]([CH2:8][CH2:9][S:10][CH3:11])[CH2:6][S:20]([O-:23])(=[O:22])=[O:21])=[O:14])([CH3:17])([CH3:18])[CH3:19].[Na+:24]. The catalyst class is: 88. (2) Reactant: [O:1]=[C:2]1[CH2:6][CH2:5][CH:4]([C:7]([OH:9])=[O:8])[CH2:3]1.[CH2:10]([OH:13])[CH2:11]O.C(OCC)(OCC)O[CH2:16][CH3:17].O.C1(C)C=CC(S(O)(=O)=O)=CC=1. Product: [O:1]1[C:2]2([CH2:6][CH2:5][CH:4]([C:7]([O:9][CH2:16][CH3:17])=[O:8])[CH2:3]2)[O:13][CH2:10][CH2:11]1. The catalyst class is: 93. (3) Reactant: [NH2:1][C:2]1[C:3]([C:19]([NH2:21])=[O:20])=[N:4][N:5]([C:11]2[CH:16]=[CH:15][C:14]([I:17])=[CH:13][C:12]=2[F:18])[C:6]=1[C:7](=[O:10])CC.[OH-:22].[K+]. Product: [NH2:1][C:2]1[C:3]([C:19](=[O:20])[NH2:21])=[N:4][N:5]([C:11]2[CH:16]=[CH:15][C:14]([I:17])=[CH:13][C:12]=2[F:18])[C:6]=1[C:7]([OH:10])=[O:22]. The catalyst class is: 8. (4) Product: [CH3:27][O:26][C:24]1[C:23]2[C:18](=[CH:19][CH:20]=[CH:21][CH:22]=2)[CH:17]=[C:16]([CH2:15][O:14][C@H:12]2[CH2:13][NH:8][CH2:9][C@@H:10]([O:48][CH2:49][C@H:50]([OH:51])[CH2:54][OH:53])[C@@H:11]2[C:28]2[CH:33]=[CH:32][C:31]([O:34][CH2:35][CH2:36][CH2:37][O:38][C:39]3[CH:44]=[CH:43][CH:42]=[CH:41][C:40]=3[N+:45]([O-:47])=[O:46])=[CH:30][CH:29]=2)[CH:25]=1. Reactant: C(OC([N:8]1[CH2:13][C@H:12]([O:14][CH2:15][C:16]2[CH:25]=[C:24]([O:26][CH3:27])[C:23]3[C:18](=[CH:19][CH:20]=[CH:21][CH:22]=3)[CH:17]=2)[C@@H:11]([C:28]2[CH:33]=[CH:32][C:31]([O:34][CH2:35][CH2:36][CH2:37][O:38][C:39]3[CH:44]=[CH:43][CH:42]=[CH:41][C:40]=3[N+:45]([O-:47])=[O:46])=[CH:30][CH:29]=2)[C@H:10]([O:48][CH2:49][C@H:50]2[CH2:54][O:53]C(C)(C)[O:51]2)[CH2:9]1)=O)(C)(C)C.Cl. The catalyst class is: 5. (5) Reactant: Cl.O1CCCCC1[N:8]1[CH:16]=[N:15][C:14]2[C:9]1=[N:10][C:11]([NH:24][C:25]1[CH:26]=[C:27]([NH:31][S:32]([CH:35]=[CH2:36])(=[O:34])=[O:33])[CH:28]=[CH:29][CH:30]=1)=[N:12][C:13]=2[NH:17][C@H:18]([CH3:23])[C:19]([CH3:22])([CH3:21])[CH3:20].[OH-].[Na+].C([O-])(O)=O.[Na+]. Product: [CH3:23][C@@H:18]([NH:17][C:13]1[N:12]=[C:11]([NH:24][C:25]2[CH:26]=[C:27]([NH:31][S:32]([CH:35]=[CH2:36])(=[O:33])=[O:34])[CH:28]=[CH:29][CH:30]=2)[N:10]=[C:9]2[C:14]=1[N:15]=[CH:16][NH:8]2)[C:19]([CH3:20])([CH3:21])[CH3:22]. The catalyst class is: 5. (6) Reactant: [NH:1]1[C:9]2[C:4](=[CH:5][CH:6]=[CH:7][C:8]=2[C:10]([OH:12])=O)[CH:3]=[CH:2]1.[CH2:13]([O:15][C:16]([C:18]1([NH2:27])[CH2:26][C:25]2[C:20](=[CH:21][CH:22]=[CH:23][CH:24]=2)[CH2:19]1)=[O:17])[CH3:14].CN(C(ON1N=NC2C=CC=NC1=2)=[N+](C)C)C.F[P-](F)(F)(F)(F)F.CCN(C(C)C)C(C)C. Product: [CH2:13]([O:15][C:16]([C:18]1([NH:27][C:10]([C:8]2[CH:7]=[CH:6][CH:5]=[C:4]3[C:9]=2[NH:1][CH:2]=[CH:3]3)=[O:12])[CH2:26][C:25]2[C:20](=[CH:21][CH:22]=[CH:23][CH:24]=2)[CH2:19]1)=[O:17])[CH3:14]. The catalyst class is: 3.